Task: Predict the reaction yield, written as a fraction of the theoretical maximum amount of product (1.0 means a 100% yield; for example, 0.34 means a 34% yield).. Dataset: Reaction yield outcomes from USPTO patents with 853,638 reactions (1) The reactants are [O:1]=[C:2]1[N:6]([C:7]2[CH:14]=[CH:13][C:10]([C:11]#[N:12])=[C:9]([C:15]([F:18])([F:17])[F:16])[CH:8]=2)[C@@H:5]2[CH2:19][CH2:20][CH2:21][CH2:22][C@H:4]2[NH:3]1.[F:23][C:24]1[CH:33]=[C:32](I)[CH:31]=[CH:30][C:25]=1[C:26]([NH:28][CH3:29])=[O:27].N[C@@H]1CCCC[C@H]1N.P([O-])([O-])([O-])=O.[K+].[K+].[K+].[Al]. The catalyst is C1(C)C=CC=CC=1.[Cu]I. The product is [C:11]([C:10]1[CH:13]=[CH:14][C:7]([N:6]2[C@@H:5]3[CH2:19][CH2:20][CH2:21][CH2:22][C@H:4]3[N:3]([C:32]3[CH:31]=[CH:30][C:25]([C:26]([NH:28][CH3:29])=[O:27])=[C:24]([F:23])[CH:33]=3)[C:2]2=[O:1])=[CH:8][C:9]=1[C:15]([F:18])([F:16])[F:17])#[N:12]. The yield is 0.303. (2) The reactants are [NH2:1][C:2]1[CH:10]=[CH:9][C:8]([Cl:11])=[CH:7][C:3]=1[C:4]([OH:6])=O.O=S(Cl)Cl.[Cl:16][C:17]1[CH:23]=[CH:22][CH:21]=[CH:20][C:18]=1[NH2:19].C(Cl)(Cl)Cl. The catalyst is C1C=CC=CC=1. The product is [NH2:1][C:2]1[CH:10]=[CH:9][C:8]([Cl:11])=[CH:7][C:3]=1[C:4]([NH:19][C:18]1[CH:20]=[CH:21][CH:22]=[CH:23][C:17]=1[Cl:16])=[O:6]. The yield is 0.520. (3) The reactants are [NH2:1][C@H:2]([C:10]([OH:12])=[O:11])[CH2:3][CH2:4][CH2:5][NH:6][C:7](=[NH:9])[NH2:8].[C:13](Cl)(=[O:29])[CH2:14][CH2:15][CH2:16][CH2:17][CH2:18][CH2:19][CH2:20][CH2:21][CH2:22][CH2:23][CH2:24][CH2:25][CH2:26][CH2:27][CH3:28].[OH-].[Na+].Cl. The product is [C:13]([NH:1][C@H:2]([C:10]([OH:12])=[O:11])[CH2:3][CH2:4][CH2:5][NH:6][C:7](=[NH:8])[NH2:9])(=[O:29])[CH2:14][CH2:15][CH2:16][CH2:17][CH2:18][CH2:19][CH2:20][CH2:21][CH2:22][CH2:23][CH2:24][CH2:25][CH2:26][CH2:27][CH3:28]. The yield is 0.947. The catalyst is O.C(O)(C)C.